Dataset: Catalyst prediction with 721,799 reactions and 888 catalyst types from USPTO. Task: Predict which catalyst facilitates the given reaction. (1) Reactant: Br[C:2]1[C:10]2[C:9]([Cl:11])=[N:8][CH:7]=[N:6][C:5]=2[NH:4][CH:3]=1.C([Li])CCC.Cl[C:18]([O:20][CH2:21][CH3:22])=[O:19].II. Product: [Cl:11][C:9]1[C:10]2[C:2]([C:18]([O:20][CH2:21][CH3:22])=[O:19])=[CH:3][NH:4][C:5]=2[N:6]=[CH:7][N:8]=1. The catalyst class is: 54. (2) Reactant: [N:1]1([C:7]([C:9]2[CH:14]=[CH:13][C:12]([NH:15][C:16]3[N:24]=[C:23]([N:25]4[CH2:30][CH2:29][NH:28][CH2:27][CH2:26]4)[CH:22]=[CH:21][C:17]=3[C:18]([NH2:20])=[O:19])=[CH:11][CH:10]=2)=[O:8])[CH2:6][CH2:5][O:4][CH2:3][CH2:2]1.CCN(CC)CC.[C:38]1([CH2:44][C:45](Cl)=[O:46])[CH:43]=[CH:42][CH:41]=[CH:40][CH:39]=1. The catalyst class is: 76. Product: [N:1]1([C:7]([C:9]2[CH:14]=[CH:13][C:12]([NH:15][C:16]3[N:24]=[C:23]([N:25]4[CH2:30][CH2:29][N:28]([C:45](=[O:46])[CH2:44][C:38]5[CH:43]=[CH:42][CH:41]=[CH:40][CH:39]=5)[CH2:27][CH2:26]4)[CH:22]=[CH:21][C:17]=3[C:18]([NH2:20])=[O:19])=[CH:11][CH:10]=2)=[O:8])[CH2:6][CH2:5][O:4][CH2:3][CH2:2]1.